Dataset: Reaction yield outcomes from USPTO patents with 853,638 reactions. Task: Predict the reaction yield, written as a fraction of the theoretical maximum amount of product (1.0 means a 100% yield; for example, 0.34 means a 34% yield). (1) The reactants are [OH:1][C:2]1[CH:20]=[CH:19][C:5]2[CH:6]3[C:13]4([CH2:14][CH2:15][C:4]=2[CH:3]=1)[CH:9]([CH2:10][N:11]([C:16](=[O:18])[CH3:17])[CH2:12]4)[CH2:8][CH2:7]3.C(=O)([O-])[O-].[K+].[K+].[CH2:27](Cl)[C:28]1[CH:33]=[CH:32][CH:31]=[CH:30][CH:29]=1.[I-].[Na+]. The catalyst is CN(C=O)C. The product is [CH2:27]([O:1][C:2]1[CH:20]=[CH:19][C:5]2[CH:6]3[C:13]4([CH2:14][CH2:15][C:4]=2[CH:3]=1)[CH:9]([CH2:10][N:11]([C:16](=[O:18])[CH3:17])[CH2:12]4)[CH2:8][CH2:7]3)[C:28]1[CH:33]=[CH:32][CH:31]=[CH:30][CH:29]=1. The yield is 0.413. (2) The reactants are [C:1]([NH:4][C:5]1[CH:34]=[CH:33][C:8]([C:9]([NH:11][C:12]2[CH:13]=[C:14]([C:26]3[CH:31]=[CH:30][CH:29]=[CH:28][C:27]=3[CH3:32])[CH:15]=[CH:16][C:17]=2[NH:18]C(=O)OC(C)(C)C)=[O:10])=[CH:7][CH:6]=1)(=[O:3])[CH3:2].C(O)(C(F)(F)F)=O. The catalyst is C(Cl)Cl.C(OCC)(=O)C. The product is [C:1]([NH:4][C:5]1[CH:34]=[CH:33][C:8]([C:9]([NH:11][C:12]2[CH:13]=[C:14]([C:26]3[CH:31]=[CH:30][CH:29]=[CH:28][C:27]=3[CH3:32])[CH:15]=[CH:16][C:17]=2[NH2:18])=[O:10])=[CH:7][CH:6]=1)(=[O:3])[CH3:2]. The yield is 0.470. (3) The reactants are [Br:1][C:2]1[CH:3]=[C:4]([C:11]([O:13][CH3:14])=[O:12])[C:5]2[CH:6]=[CH:7][NH:8][C:9]=2[CH:10]=1.I[CH:16]([CH3:18])[CH3:17].[H-].[Na+]. The catalyst is CN(C=O)C.O. The product is [Br:1][C:2]1[CH:3]=[C:4]([C:11]([O:13][CH3:14])=[O:12])[C:5]2[CH:6]=[CH:7][N:8]([CH:16]([CH3:18])[CH3:17])[C:9]=2[CH:10]=1. The yield is 0.557.